From a dataset of Forward reaction prediction with 1.9M reactions from USPTO patents (1976-2016). Predict the product of the given reaction. (1) Given the reactants [Cl:1][C:2]1[C:23]2[O:22][C:9]3[C:10](=[O:21])[N:11]([C@@H:13]([CH2:17][CH:18]([CH3:20])[CH3:19])[C:14](O)=[O:15])[CH2:12][C:8]=3[CH2:7][C:6]=2[CH:5]=[CH:4][CH:3]=1.[NH2:24][C:25]1[S:26][CH:27]=[CH:28][N:29]=1.ON1C2C=CC=CC=2N=N1, predict the reaction product. The product is: [S:26]1[CH:27]=[CH:28][N:29]=[C:25]1[NH:24][C:14](=[O:15])[C@@H:13]([N:11]1[CH2:12][C:8]2[CH2:7][C:6]3[CH:5]=[CH:4][CH:3]=[C:2]([Cl:1])[C:23]=3[O:22][C:9]=2[C:10]1=[O:21])[CH2:17][CH:18]([CH3:19])[CH3:20]. (2) Given the reactants C([Li])(C)(C)C.Br[C:7]1[CH:12]=[CH:11][C:10]([Cl:13])=[C:9]([Cl:14])[CH:8]=1.[C:15]([O:19][C:20]([N:22]1[CH2:26][CH2:25][CH:24]([C:27](=[O:32])N(OC)C)[CH2:23]1)=[O:21])([CH3:18])([CH3:17])[CH3:16], predict the reaction product. The product is: [C:15]([O:19][C:20]([N:22]1[CH2:26][CH2:25][CH:24]([C:27](=[O:32])[C:7]2[CH:12]=[CH:11][C:10]([Cl:13])=[C:9]([Cl:14])[CH:8]=2)[CH2:23]1)=[O:21])([CH3:18])([CH3:17])[CH3:16]. (3) The product is: [NH2:12][C@H:13]([C:14]([OH:16])=[O:15])[CH3:39].[CH2:2]1[N:3]([CH2:25][C:26]([OH:28])=[O:27])[CH2:4][CH2:5][N:6]([CH2:21][C:22]([OH:24])=[O:23])[CH2:7][CH2:8][N:9]([CH2:17][C:18]([OH:20])=[O:19])[CH2:10][CH2:11][N:12]([CH2:13][C:14]([OH:16])=[O:15])[CH2:1]1. Given the reactants [CH2:1]1[N:12]([CH2:13][C:14]([OH:16])=[O:15])[CH2:11][CH2:10][N:9]([CH2:17][C:18]([OH:20])=[O:19])[CH2:8][CH2:7][N:6]([CH2:21][C:22]([OH:24])=[O:23])[CH2:5][CH2:4][N:3]([CH2:25][C:26]([OH:28])=[O:27])[CH2:2]1.F[P-](F)(F)(F)(F)F.N1(OC(N(C)C)=[N+](C)C)C2N=CC=C[C:39]=2N=N1.CN(C=O)C.C(N(C(C)C)CC)(C)C, predict the reaction product. (4) Given the reactants [Cl:1][C:2]1[CH:9]=[CH:8][C:5]([CH2:6][NH2:7])=[CH:4][CH:3]=1.BrC[CH2:12][C:13]([O:15][CH2:16][CH2:17][Si:18]([CH3:21])([CH3:20])[CH3:19])=[O:14], predict the reaction product. The product is: [Cl:1][C:2]1[CH:9]=[CH:8][C:5]([CH2:6][NH:7][CH2:12][C:13]([O:15][CH2:16][CH2:17][Si:18]([CH3:21])([CH3:20])[CH3:19])=[O:14])=[CH:4][CH:3]=1. (5) The product is: [F:35][C:27]1[CH:26]=[C:25]([C:12]2[C:13]([CH3:23])([CH3:24])[C@H:14]3[C@:9]([CH3:36])([CH2:10][CH:11]=2)[C@@H:8]2[C@:17]([CH3:22])([C@@:18]4([CH3:21])[C@H:5]([CH2:6][CH2:7]2)[C@H:4]2[C@H:37]([C:40]([CH3:42])=[CH2:41])[CH2:38][CH2:39][C@:3]2([NH:2][CH2:45][CH2:46][N:47]2[CH2:52][CH2:51][O:50][CH2:49][CH2:48]2)[CH2:20][CH2:19]4)[CH2:16][CH2:15]3)[CH:34]=[CH:33][C:28]=1[C:29]([O:31][CH3:32])=[O:30]. Given the reactants Cl.[NH2:2][C@:3]12[CH2:39][CH2:38][C@@H:37]([C:40]([CH3:42])=[CH2:41])[C@@H:4]1[C@@H:5]1[C@@:18]([CH3:21])([CH2:19][CH2:20]2)[C@@:17]2([CH3:22])[C@@H:8]([C@:9]3([CH3:36])[C@@H:14]([CH2:15][CH2:16]2)[C:13]([CH3:24])([CH3:23])[C:12]([C:25]2[CH:34]=[CH:33][C:28]([C:29]([O:31][CH3:32])=[O:30])=[C:27]([F:35])[CH:26]=2)=[CH:11][CH2:10]3)[CH2:7][CH2:6]1.Cl.Cl[CH2:45][CH2:46][N:47]1[CH2:52][CH2:51][O:50][CH2:49][CH2:48]1.P(=O)(O)(O)O.[K].[I-].[K+], predict the reaction product.